From a dataset of Reaction yield outcomes from USPTO patents with 853,638 reactions. Predict the reaction yield, written as a fraction of the theoretical maximum amount of product (1.0 means a 100% yield; for example, 0.34 means a 34% yield). (1) The reactants are [NH2:1][C:2]1[C:3]([Cl:23])=[C:4]2[C:8](=[CH:9][C:10]=1[N+:11]([O-])=O)[C:7](=[O:14])[N:6]([CH:15]1[CH2:20][CH2:19][N:18]([CH3:21])[CH2:17][CH2:16]1)[C:5]2=[O:22].CC(O)C.Cl.CO. The catalyst is O1CCOCC1.[Pd]. The product is [NH2:1][C:2]1[C:3]([Cl:23])=[C:4]2[C:8](=[CH:9][C:10]=1[NH2:11])[C:7](=[O:14])[N:6]([CH:15]1[CH2:16][CH2:17][N:18]([CH3:21])[CH2:19][CH2:20]1)[C:5]2=[O:22]. The yield is 0.0600. (2) The reactants are [CH3:1][C:2]1[CH:6]=[CH:5][S:4][C:3]=1[C:7]([OH:9])=O.S(Cl)(Cl)=O.C1COCC1.[C:19]([C:21]1[CH:22]=[C:23]([NH2:27])[CH:24]=[CH:25][CH:26]=1)#[CH:20]. The catalyst is CCN(CC)CC. The product is [C:19]([C:21]1[CH:22]=[C:23]([NH:27][C:7]([C:3]2[S:4][CH:5]=[CH:6][C:2]=2[CH3:1])=[O:9])[CH:24]=[CH:25][CH:26]=1)#[CH:20]. The yield is 0.780. (3) The reactants are [NH2:1][C:2](=[O:17])[C@@H:3]([OH:16])[CH2:4][NH:5][C:6]1[N:11]=[C:10](Cl)[N:9]=[C:8]([C:13]([NH2:15])=[O:14])[CH:7]=1.[F:18][C:19]1[CH:40]=[CH:39][C:22]([O:23][C:24]2[CH:29]=[CH:28][C:27](B3OC(C)(C)C(C)(C)O3)=[CH:26][CH:25]=2)=[CH:21][CH:20]=1.C([O-])([O-])=O.[Na+].[Na+]. The catalyst is O1CCOCC1.C1C=CC(P(C2C=CC=CC=2)[C-]2C=CC=C2)=CC=1.C1C=CC(P(C2C=CC=CC=2)[C-]2C=CC=C2)=CC=1.Cl[Pd]Cl.[Fe+2]. The product is [NH2:1][C:2](=[O:17])[C@@H:3]([OH:16])[CH2:4][NH:5][C:6]1[N:11]=[C:10]([C:27]2[CH:26]=[CH:25][C:24]([O:23][C:22]3[CH:21]=[CH:20][C:19]([F:18])=[CH:40][CH:39]=3)=[CH:29][CH:28]=2)[N:9]=[C:8]([C:13]([NH2:15])=[O:14])[CH:7]=1. The yield is 0.200. (4) The reactants are [OH:1][C:2]1[C:9]([O:10][CH3:11])=[CH:8][CH:7]=[CH:6][C:3]=1[CH:4]=[O:5].[CH2:12](Br)[C:13]1[CH:18]=[CH:17][CH:16]=[CH:15][CH:14]=1.C(=O)([O-])[O-].[K+].[K+].Cl. The catalyst is CN(C)C=O. The product is [CH2:12]([O:1][C:2]1[C:9]([O:10][CH3:11])=[CH:8][CH:7]=[CH:6][C:3]=1[CH:4]=[O:5])[C:13]1[CH:18]=[CH:17][CH:16]=[CH:15][CH:14]=1. The yield is 0.970.